From a dataset of Full USPTO retrosynthesis dataset with 1.9M reactions from patents (1976-2016). Predict the reactants needed to synthesize the given product. Given the product [CH3:1][O:2][C:3](=[O:17])[C@H:4]([C:6]1[C:7]([CH3:16])=[C:8]([S:28][C:25]2[CH:26]=[CH:27][C:22]([S:19]([CH3:18])(=[O:21])=[O:20])=[CH:23][CH:24]=2)[N:9]2[C:14]=1[CH:13]=[CH:12][C:11]([F:15])=[CH:10]2)[CH3:5], predict the reactants needed to synthesize it. The reactants are: [CH3:1][O:2][C:3](=[O:17])[C@H:4]([C:6]1[C:7]([CH3:16])=[CH:8][N:9]2[C:14]=1[CH:13]=[CH:12][C:11]([F:15])=[CH:10]2)[CH3:5].[CH3:18][S:19]([C:22]1[CH:27]=[CH:26][C:25]([S:28][S:28][C:25]2[CH:26]=[CH:27][C:22]([S:19]([CH3:18])(=[O:21])=[O:20])=[CH:23][CH:24]=2)=[CH:24][CH:23]=1)(=[O:21])=[O:20].